From a dataset of Catalyst prediction with 721,799 reactions and 888 catalyst types from USPTO. Predict which catalyst facilitates the given reaction. (1) Reactant: [Cl:1][C:2]1[CH:9]=[CH:8][C:5]([C:6]#[N:7])=[C:4](F)[CH:3]=1.Br.[CH3:12][N:13]([CH2:15][C:16]1[C:17]([CH2:23][CH3:24])=[C:18]([OH:22])[CH:19]=[CH:20][CH:21]=1)[CH3:14].[C:25](=[O:28])([O-:27])[O-].[Cs+].[Cs+].[OH-:31].[Na+]. Product: [C:18]([OH:22])(=[O:31])/[CH:19]=[CH:20]/[C:25]([OH:27])=[O:28].[Cl:1][C:2]1[CH:9]=[CH:8][C:5]([C:6]#[N:7])=[C:4]([O:22][C:18]2[CH:19]=[CH:20][CH:21]=[C:16]([CH2:15][N:13]([CH3:14])[CH3:12])[C:17]=2[CH2:23][CH3:24])[CH:3]=1. The catalyst class is: 3. (2) Reactant: C(Cl)(=O)C(Cl)=O.CS(C)=O.[CH2:11]([N:13]1[CH2:18][CH2:17][N:16]([CH2:19][C:20]2[CH:25]=[CH:24][C:23]([CH2:26][OH:27])=[CH:22][CH:21]=2)[CH2:15][CH2:14]1)[CH3:12].CCN(CC)CC. Product: [CH2:11]([N:13]1[CH2:18][CH2:17][N:16]([CH2:19][C:20]2[CH:21]=[CH:22][C:23]([CH:26]=[O:27])=[CH:24][CH:25]=2)[CH2:15][CH2:14]1)[CH3:12]. The catalyst class is: 34. (3) Reactant: [CH:1]1([C@H:4]2[CH2:8][O:7][C:6](=[O:9])[NH:5]2)[CH2:3][CH2:2]1.[Cl:10][C:11]1[N:16]=[C:15](Cl)[CH:14]=[C:13]([Cl:18])[N:12]=1.[H-].[Na+]. Product: [CH:1]1([C@H:4]2[CH2:8][O:7][C:6](=[O:9])[N:5]2[C:15]2[CH:14]=[C:13]([Cl:18])[N:12]=[C:11]([Cl:10])[N:16]=2)[CH2:3][CH2:2]1. The catalyst class is: 31. (4) Reactant: [Cl:1][C:2]1[CH:3]=[CH:4][C:5]([OH:16])=[C:6]([C:8](=[O:15])[CH2:9][C:10]([O:12][CH2:13][CH3:14])=[O:11])[CH:7]=1.[F:17][C:18]([F:29])([F:28])[C:19](O[C:19](=O)[C:18]([F:29])([F:28])[F:17])=O.C(=O)([O-])[O-].[K+].[K+].Cl. Product: [F:17][C:18]([F:29])([F:28])[C:19]1[O:16][C:5]2[CH:4]=[CH:3][C:2]([Cl:1])=[CH:7][C:6]=2[C:8](=[O:15])[C:9]=1[C:10]([O:12][CH2:13][CH3:14])=[O:11]. The catalyst class is: 11.